Dataset: Forward reaction prediction with 1.9M reactions from USPTO patents (1976-2016). Task: Predict the product of the given reaction. (1) The product is: [CH2:1]([O:8][C:9]1[CH:10]=[CH:11][C:12]([C:15]2[O:16][C:17]3[CH:27]=[C:26]([N:28]([CH2:33][C:34]4[CH:35]=[CH:36][C:37]([O:40][CH3:41])=[CH:38][CH:39]=4)[S:29]([CH3:32])(=[O:31])=[O:30])[C:25]([CH:42]4[CH2:43][CH2:44]4)=[CH:24][C:18]=3[C:19]=2[CH2:20][OH:21])=[CH:13][CH:14]=1)[C:2]1[CH:3]=[CH:4][CH:5]=[CH:6][CH:7]=1. Given the reactants [CH2:1]([O:8][C:9]1[CH:14]=[CH:13][C:12]([C:15]2[O:16][C:17]3[CH:27]=[C:26]([N:28]([CH2:33][C:34]4[CH:39]=[CH:38][C:37]([O:40][CH3:41])=[CH:36][CH:35]=4)[S:29]([CH3:32])(=[O:31])=[O:30])[C:25]([CH:42]4[CH2:44][CH2:43]4)=[CH:24][C:18]=3[C:19]=2[C:20](OC)=[O:21])=[CH:11][CH:10]=1)[C:2]1[CH:7]=[CH:6][CH:5]=[CH:4][CH:3]=1.[H-].[Al+3].[Li+].[H-].[H-].[H-].O.[OH-].[Na+], predict the reaction product. (2) Given the reactants [CH3:1][C:2]1[CH:7]=[CH:6][N:5]=[CH:4][C:3]=1[N:8]1[CH2:12][CH2:11][NH:10][C:9]1=[O:13].Br[C:15]1[CH:24]=[C:23]2[C:18]([CH:19]=[CH:20][CH:21]=[N:22]2)=[CH:17][CH:16]=1.N[C@@H]1CCCC[C@H]1N.P([O-])([O-])([O-])=O.[K+].[K+].[K+], predict the reaction product. The product is: [CH3:1][C:2]1[CH:7]=[CH:6][N:5]=[CH:4][C:3]=1[N:8]1[CH2:12][CH2:11][N:10]([C:15]2[CH:24]=[C:23]3[C:18]([CH:19]=[CH:20][CH:21]=[N:22]3)=[CH:17][CH:16]=2)[C:9]1=[O:13]. (3) The product is: [C:1]([O:6][CH3:7])(=[O:5])[CH:2]=[CH2:3].[CH:8]([C:9]1[CH:14]=[CH:13][CH:12]=[CH:11][C:10]=1[CH:29]=[CH2:30])=[CH2:7]. Given the reactants [C:1]([OH:6])(=[O:5])[C:2](C)=[CH2:3].[CH2:7]=[CH:8][C:9]1[CH:14]=[CH:13][C:12](S([O-])(=O)=O)=[CH:11][CH:10]=1.[Na+].S([O-])([O-])(=O)=O.[Na+].[Na+].N(C(C)(CC(C)C)C#N)=N[C:29](C)(CC(C)C)[C:30]#N, predict the reaction product. (4) Given the reactants C([CH:4]([O:28][C:29](=[O:31])[CH3:30])[CH2:5][CH:6]=[C:7](C)[CH2:8]CCC(C)C(O)C(C)C(=O)C(C)(C)C(OC)OC)(=O)C.CC(CCCC(C)COC1CCCCO1)=CCC([O:46]C(=O)C)C(C)=CC1N=C(C)SC=1.CC(C)(C(=O)CC)[C@@H](O)CC(N1[C@@H](CC2C=CC=CC=2)COC1=O)=O.C(OC(CC=C(C)CCCC(C)COC1CCCCO1)C(=O)C)(=O)C, predict the reaction product. The product is: [C:29]([O:28][CH2:4][C:5](=[O:46])[CH2:6][CH2:7][CH3:8])(=[O:31])[CH3:30].